This data is from CYP3A4 inhibition data for predicting drug metabolism from PubChem BioAssay. The task is: Regression/Classification. Given a drug SMILES string, predict its absorption, distribution, metabolism, or excretion properties. Task type varies by dataset: regression for continuous measurements (e.g., permeability, clearance, half-life) or binary classification for categorical outcomes (e.g., BBB penetration, CYP inhibition). Dataset: cyp3a4_veith. (1) The compound is Cc1c(OCC(F)(F)F)ccnc1CS(=O)c1nc2ccccc2[nH]1. The result is 1 (inhibitor). (2) The compound is COc1ccccc1OCc1ccc(C(=O)N(C)C)o1. The result is 0 (non-inhibitor). (3) The molecule is COC(=O)c1ccc(C23CC2(C(NP(=O)(c2ccccc2)c2ccccc2)c2ccccc2)C3)cc1. The result is 1 (inhibitor). (4) The drug is COc1ccc(-c2nc3cnc(OC)nc3n(CCC#N)c2=O)cc1. The result is 1 (inhibitor). (5) The compound is CCOCCCn1cnc2c([nH]c3cc(OC)ccc32)c1=O. The result is 0 (non-inhibitor).